Dataset: Reaction yield outcomes from USPTO patents with 853,638 reactions. Task: Predict the reaction yield, written as a fraction of the theoretical maximum amount of product (1.0 means a 100% yield; for example, 0.34 means a 34% yield). (1) The reactants are [CH:1]1([C:4]2[N:5]=[C:6]3[C:11]([CH3:12])=[N:10][CH:9]=[CH:8][N:7]3[C:13]=2[CH:14](O)[C:15]2[CH:34]=[CH:33][C:18]3/[C:19](=[C:29](/[CH3:32])\[C:30]#[N:31])/[C:20]4[CH:27]=[CH:26][C:25]([F:28])=[CH:24][C:21]=4[O:22][CH2:23][C:17]=3[CH:16]=2)[CH2:3][CH2:2]1.FC(F)(F)C(O)=O.C([SiH](CC)CC)C. No catalyst specified. The product is [CH:1]1([C:4]2[N:5]=[C:6]3[C:11]([CH3:12])=[N:10][CH:9]=[CH:8][N:7]3[C:13]=2[CH2:14][C:15]2[CH:34]=[CH:33][C:18]3/[C:19](=[C:29](/[CH3:32])\[C:30]#[N:31])/[C:20]4[CH:27]=[CH:26][C:25]([F:28])=[CH:24][C:21]=4[O:22][CH2:23][C:17]=3[CH:16]=2)[CH2:3][CH2:2]1. The yield is 0.720. (2) The reactants are [C:1]1([C:7]2[CH:16]=[CH:15][CH:14]=[C:13]3[C:8]=2[C:9]([NH:25][CH2:26][C:27]2[CH:32]=[CH:31][CH:30]=[CH:29][N:28]=2)=[N:10][C:11]([C:17]2[CH:18]=[N:19][CH:20]=[C:21]([CH:24]=2)[CH:22]=[O:23])=[N:12]3)[CH:6]=[CH:5][CH:4]=[CH:3][CH:2]=1.[BH4-].[Na+].[Cl-].[NH4+]. The catalyst is C(O)C. The product is [C:1]1([C:7]2[CH:16]=[CH:15][CH:14]=[C:13]3[C:8]=2[C:9]([NH:25][CH2:26][C:27]2[CH:32]=[CH:31][CH:30]=[CH:29][N:28]=2)=[N:10][C:11]([C:17]2[CH:24]=[C:21]([CH2:22][OH:23])[CH:20]=[N:19][CH:18]=2)=[N:12]3)[CH:2]=[CH:3][CH:4]=[CH:5][CH:6]=1. The yield is 0.710. (3) The reactants are Cl.Cl.[CH3:3][C:4]1[N:8]([CH:9]2[CH2:15][CH:14]3[N:16]([CH2:17][CH2:18][C:19]4([C:25]5[CH:30]=[CH:29][CH:28]=[CH:27][CH:26]=5)[CH2:24][CH2:23][NH:22][CH2:21][CH2:20]4)[CH:11]([CH2:12][CH2:13]3)[CH2:10]2)[C:7]2[CH:31]=[CH:32][CH:33]=[CH:34][C:6]=2[N:5]=1.[O:35]1[C:39](C(Cl)=O)=[CH:38][CH:37]=[N:36]1.C(N(CC)CC)C.[C:50](OCC)(=[O:52])C. The catalyst is ClCCl. The product is [O:35]1[CH:39]=[CH:38][C:37]([C:50]([N:22]2[CH2:21][CH2:20][C:19]([CH2:18][CH2:17][N:16]3[CH:14]4[CH2:13][CH2:12][CH:11]3[CH2:10][CH:9]([N:8]3[C:7]5[CH:31]=[CH:32][CH:33]=[CH:34][C:6]=5[N:5]=[C:4]3[CH3:3])[CH2:15]4)([C:25]3[CH:30]=[CH:29][CH:28]=[CH:27][CH:26]=3)[CH2:24][CH2:23]2)=[O:52])=[N:36]1. The yield is 0.680. (4) The product is [F:40][CH:41]([F:44])[CH2:42][NH:43][C:9]1[N:14]=[C:13]2[O:15][C:16]([C:22]3[CH:27]=[CH:26][C:25]([F:28])=[CH:24][CH:23]=3)=[C:17]([C:18](=[O:21])[NH:19][CH3:20])[C:12]2=[CH:11][C:10]=1[C:29]1[CH:30]=[CH:31][C:32]([O:38][CH3:39])=[C:33]([CH:37]=1)[C:34]([OH:36])=[O:35]. The catalyst is O1CCOCC1.CCOC(C)=O.CC(C1C=C(C(C)C)C(C2C(OC)=CC(Cl)=C(OC)C=2P(C2CCCCC2)C2CCCCC2)=C(C(C)C)C=1)C.C1C=[C-]C(CCN)=CC=1.[Pd+2]. The reactants are CC([O-])(CC)C.[Na+].Cl[C:9]1[N:14]=[C:13]2[O:15][C:16]([C:22]3[CH:27]=[CH:26][C:25]([F:28])=[CH:24][CH:23]=3)=[C:17]([C:18](=[O:21])[NH:19][CH3:20])[C:12]2=[CH:11][C:10]=1[C:29]1[CH:30]=[CH:31][C:32]([O:38][CH3:39])=[C:33]([CH:37]=1)[C:34]([OH:36])=[O:35].[F:40][CH:41]([F:44])[CH2:42][NH2:43].N#N. The yield is 0.630.